Regression. Given a peptide amino acid sequence and an MHC pseudo amino acid sequence, predict their binding affinity value. This is MHC class II binding data. From a dataset of Peptide-MHC class II binding affinity with 134,281 pairs from IEDB. (1) The peptide sequence is EHGSDEWVAMTKGEGGVWTF. The MHC is DRB3_0101 with pseudo-sequence DRB3_0101. The binding affinity (normalized) is 0.152. (2) The peptide sequence is SDRGWGNGCGLFGKG. The MHC is DRB4_0101 with pseudo-sequence DRB4_0103. The binding affinity (normalized) is 0.0935. (3) The peptide sequence is EWATPFPHRKGVLFN. The MHC is DRB1_1001 with pseudo-sequence DRB1_1001. The binding affinity (normalized) is 0.136. (4) The MHC is HLA-DPA10103-DPB10301 with pseudo-sequence HLA-DPA10103-DPB10301. The peptide sequence is QQLLFIHFRIGCRHSRIG. The binding affinity (normalized) is 0.461. (5) The peptide sequence is IRQAGVQYSRADEEQ. The MHC is DRB1_0404 with pseudo-sequence DRB1_0404. The binding affinity (normalized) is 0.0888. (6) The MHC is DRB4_0101 with pseudo-sequence DRB4_0103. The binding affinity (normalized) is 0. The peptide sequence is SEGDIVIYSKYGGTE. (7) The peptide sequence is NAGFKAAVAAAAVVP. The MHC is DRB1_0401 with pseudo-sequence DRB1_0401. The binding affinity (normalized) is 0.801. (8) The peptide sequence is LHDLKIAIANIIDEI. The MHC is HLA-DQA10301-DQB10302 with pseudo-sequence HLA-DQA10301-DQB10302. The binding affinity (normalized) is 0.598.